Dataset: Full USPTO retrosynthesis dataset with 1.9M reactions from patents (1976-2016). Task: Predict the reactants needed to synthesize the given product. (1) Given the product [NH2:1][C:2]1[N:7]=[C:6]([NH2:8])[C:5]([C:25]#[C:24][CH:23]([C:15]2[CH:16]=[C:17]([O:21][CH3:22])[C:18]([O:19][CH3:20])=[C:13]([O:12][CH3:11])[CH:14]=2)[OH:26])=[C:4]([CH3:10])[N:3]=1, predict the reactants needed to synthesize it. The reactants are: [NH2:1][C:2]1[N:7]=[C:6]([NH2:8])[C:5](I)=[C:4]([CH3:10])[N:3]=1.[CH3:11][O:12][C:13]1[CH:14]=[C:15]([CH:23]([OH:26])[C:24]#[CH:25])[CH:16]=[C:17]([O:21][CH3:22])[C:18]=1[O:19][CH3:20]. (2) Given the product [Br:1][CH2:2][CH2:3][CH2:4][O:5][C:6]1[CH:13]=[CH:12][C:9]2[CH2:17][O:18][B:14]([OH:15])[C:8]=2[CH:7]=1, predict the reactants needed to synthesize it. The reactants are: [Br:1][CH2:2][CH2:3][CH2:4][O:5][C:6]1[CH:13]=[CH:12][C:9](C=O)=[C:8]([B:14]2[O:18][C:17](C)(C)C(C)(C)[O:15]2)[CH:7]=1.[BH4-].[Na+]. (3) Given the product [F:34][C:31]1([F:33])[O:30][C:29]2[CH:35]=[CH:36][C:26]([NH:25][C:23]([C:22]3[CH:37]=[CH:38][CH:39]=[CH:40][C:21]=3[NH:20][CH2:14][C:12]3[CH:11]=[CH:10][N:9]=[C:8]([C:6]([NH:5][CH2:4][CH2:3][O:2][CH3:1])=[O:7])[CH:13]=3)=[O:24])=[CH:27][C:28]=2[O:32]1, predict the reactants needed to synthesize it. The reactants are: [CH3:1][O:2][CH2:3][CH2:4][NH:5][C:6]([C:8]1[CH:13]=[C:12]([CH2:14]CS([O-])(=O)=O)[CH:11]=[CH:10][N:9]=1)=[O:7].[NH2:20][C:21]1[CH:40]=[CH:39][CH:38]=[CH:37][C:22]=1[C:23]([NH:25][C:26]1[CH:36]=[CH:35][C:29]2[O:30][C:31]([F:34])([F:33])[O:32][C:28]=2[CH:27]=1)=[O:24]. (4) Given the product [Cl:1][C:2]1[CH:3]=[CH:4][C:5]([OH:9])=[C:6]([NH:7][C:8]([N:12]2[CH2:16][CH2:15][C@H:14]([OH:17])[CH2:13]2)=[O:10])[CH:11]=1, predict the reactants needed to synthesize it. The reactants are: [Cl:1][C:2]1[CH:3]=[CH:4][C:5]2[O:9][C:8](=[O:10])[NH:7][C:6]=2[CH:11]=1.[NH:12]1[CH2:16][CH2:15][C@H:14]([OH:17])[CH2:13]1. (5) Given the product [F:43][C:44]1[CH:49]=[CH:48][C:47]([CH2:50][NH:51][C:52]([C:54]2[C:55](=[O:79])[C:56]([OH:71])=[C:57]3[C:68](=[O:69])[N:61]4[C@@H:62]([CH3:67])[CH2:63][CH2:64][N:65]([CH3:66])[C@@H:60]4[CH2:59][N:58]3[CH:70]=2)=[O:53])=[CH:46][CH:45]=1, predict the reactants needed to synthesize it. The reactants are: COC(C1N(CC=O)C=C(C(=O)NCC2C=CC(F)=CC=2)C(=O)C=1OCC1C=CC=CC=1)=O.Cl.Cl.N[C@@H](C)CCNC.[F:43][C:44]1[CH:49]=[CH:48][C:47]([CH2:50][NH:51][C:52]([C:54]2[C:55](=[O:79])[C:56]([O:71]CC3C=CC=CC=3)=[C:57]3[C:68](=[O:69])[N:61]4[C@@H:62]([CH3:67])[CH2:63][CH2:64][N:65]([CH3:66])[C@@H:60]4[CH2:59][N:58]3[CH:70]=2)=[O:53])=[CH:46][CH:45]=1. (6) Given the product [Cl:1][C:2]1[C:3]([CH3:34])=[CH:4][C:5]([O:6][CH2:7][CH2:8][CH2:9][C:10]2[C:18]3[C:13](=[C:14]([C:19]4[N:23]([CH3:24])[N:22]=[CH:21][CH:20]=4)[CH:15]=[CH:16][CH:17]=3)[N:12]([CH2:25][CH2:26][C:27]([NH:39][S:36]([CH3:35])(=[O:38])=[O:37])=[O:29])[C:11]=2[CH3:30])=[CH:31][C:32]=1[CH3:33], predict the reactants needed to synthesize it. The reactants are: [Cl:1][C:2]1[C:32]([CH3:33])=[CH:31][C:5]([O:6][CH2:7][CH2:8][CH2:9][C:10]2[C:18]3[C:13](=[C:14]([C:19]4[N:23]([CH3:24])[N:22]=[CH:21][CH:20]=4)[CH:15]=[CH:16][CH:17]=3)[N:12]([CH2:25][CH2:26][C:27]([OH:29])=O)[C:11]=2[CH3:30])=[CH:4][C:3]=1[CH3:34].[CH3:35][S:36]([NH2:39])(=[O:38])=[O:37].CCN=C=NCCCN(C)C. (7) Given the product [NH:6]1[C:7]2[C:12](=[CH:11][CH:10]=[CH:9][CH:8]=2)[C:4]([CH2:3][CH2:2][NH:1][S:30]([CH:25]2[CH2:29][CH2:28][CH2:27][CH2:26]2)(=[O:32])=[O:31])=[CH:5]1, predict the reactants needed to synthesize it. The reactants are: [NH2:1][CH2:2][CH2:3][C:4]1[C:12]2[C:7](=[CH:8][CH:9]=[CH:10][CH:11]=2)[NH:6][CH:5]=1.C1COCC1.C(N(CC)CC)C.[CH:25]1([S:30](Cl)(=[O:32])=[O:31])[CH2:29][CH2:28][CH2:27][CH2:26]1.